This data is from Catalyst prediction with 721,799 reactions and 888 catalyst types from USPTO. The task is: Predict which catalyst facilitates the given reaction. (1) Reactant: [F:1][C:2]1[CH:3]=[C:4]2[C:8](=[CH:9][CH:10]=1)[NH:7][C:6]([CH3:11])=[CH:5]2.[Br:12]Br. Product: [Br:12][C:5]1[C:4]2[C:8](=[CH:9][CH:10]=[C:2]([F:1])[CH:3]=2)[NH:7][C:6]=1[CH3:11]. The catalyst class is: 4. (2) Reactant: [Cl:1][C:2]1[CH:10]=[CH:9][C:5]([C:6]([OH:8])=[O:7])=[CH:4][C:3]=1[NH:11][C:12]([C:14]1[C:25](=[O:26])[NH:24][C:17]2[N:18]=[C:19]([O:22][CH3:23])[N:20]=[CH:21][C:16]=2[CH:15]=1)=[O:13].[Cl:27][C:28]1[CH:35]=[CH:34][C:31]([CH2:32]Br)=[CH:30][CH:29]=1.[F-].C([N+](CCCC)(CCCC)CCCC)CCC. Product: [Cl:27][C:28]1[CH:35]=[CH:34][C:31]([CH2:32][O:7][C:6](=[O:8])[C:5]2[CH:9]=[CH:10][C:2]([Cl:1])=[C:3]([NH:11][C:12]([C:14]3[C:25](=[O:26])[NH:24][C:17]4[N:18]=[C:19]([O:22][CH3:23])[N:20]=[CH:21][C:16]=4[CH:15]=3)=[O:13])[CH:4]=2)=[CH:30][CH:29]=1. The catalyst class is: 1. (3) Reactant: [O:1]1CCCC1.[Cl:6][C:7]1[C:8]([C:20]([NH2:22])=O)=[N:9][CH:10]=[C:11]([Cl:19])[C:12]=1[O:13][CH2:14][C:15]([F:18])([F:17])[F:16].[C:23]([N:30]1C=CN=C1)(N1C=CN=C1)=[O:24].N12CCCN=C1CCCCC2. Product: [Cl:6][C:7]1[C:8]([C:20]2[NH:22][O:1][C:23](=[O:24])[N:30]=2)=[N:9][CH:10]=[C:11]([Cl:19])[C:12]=1[O:13][CH2:14][C:15]([F:18])([F:17])[F:16]. The catalyst class is: 6. (4) Reactant: Br[C:2]1[CH:3]=[N:4][N:5]2[CH:10]=[CH:9][C:8]([C:11]([N:13]([C:15]3[CH:20]=[CH:19][C:18]([C:21]#[N:22])=[CH:17][N:16]=3)[CH3:14])=[O:12])=[CH:7][C:6]=12.CC1(C)C(C)(C)OB([C:31]2[CH:36]=[CH:35][N:34]=[C:33]([NH2:37])[CH:32]=2)O1.[O-]P([O-])([O-])=O.[K+].[K+].[K+]. Product: [NH2:37][C:33]1[CH:32]=[C:31]([C:2]2[CH:3]=[N:4][N:5]3[CH:10]=[CH:9][C:8]([C:11]([N:13]([C:15]4[CH:20]=[CH:19][C:18]([C:21]#[N:22])=[CH:17][N:16]=4)[CH3:14])=[O:12])=[CH:7][C:6]=23)[CH:36]=[CH:35][N:34]=1. The catalyst class is: 333. (5) Reactant: Cl[C:2]1[CH:3]=[CH:4][C:5]2[N:6]([C:8]([C@H:11]([C:13]3[C:14]([F:24])=[C:15]4[C:20](=[CH:21][C:22]=3[F:23])[N:19]=[CH:18][CH:17]=[CH:16]4)[CH3:12])=[CH:9][N:10]=2)[N:7]=1.[F-].[K+].Cl.[CH3:28][N:29]1[CH2:34][CH2:33][NH:32][CH2:31][C:30]1=[O:35].C(N(C(C)C)C(C)C)C. Product: [F:24][C:14]1[C:13]([C@@H:11]([C:8]2[N:6]3[N:7]=[C:2]([N:32]4[CH2:33][CH2:34][N:29]([CH3:28])[C:30](=[O:35])[CH2:31]4)[CH:3]=[CH:4][C:5]3=[N:10][CH:9]=2)[CH3:12])=[C:22]([F:23])[CH:21]=[C:20]2[C:15]=1[CH:16]=[CH:17][CH:18]=[N:19]2. The catalyst class is: 296.